This data is from Catalyst prediction with 721,799 reactions and 888 catalyst types from USPTO. The task is: Predict which catalyst facilitates the given reaction. (1) Reactant: [CH3:1][O:2][C:3](=[O:9])[C@@H:4]([C@H:6]([CH3:8])[OH:7])[NH2:5].[C:10](Cl)(=[O:17])[C:11]1[CH:16]=[CH:15][CH:14]=[CH:13][CH:12]=1.O. Product: [CH3:1][O:2][C:3](=[O:9])[C@@H:4]([C@H:6]([CH3:8])[OH:7])[NH:5][C:10](=[O:17])[C:11]1[CH:16]=[CH:15][CH:14]=[CH:13][CH:12]=1. The catalyst class is: 5. (2) Reactant: [NH:1]1[CH2:6][CH2:5][CH:4]([OH:7])[CH2:3][CH2:2]1.[C:8]1(=O)[CH2:11][CH2:10][CH2:9]1.C(O[BH-](OC(=O)C)OC(=O)C)(=O)C.[Na+]. Product: [CH:8]1([N:1]2[CH2:6][CH2:5][CH:4]([OH:7])[CH2:3][CH2:2]2)[CH2:11][CH2:10][CH2:9]1. The catalyst class is: 344. (3) Reactant: C(OC(=O)[NH:7][C:8]([CH3:37])([CH2:34][CH2:35][CH3:36])[CH2:9][NH:10][C:11]([C:13]1[C:14]([CH3:33])=[N:15][N:16]2[C:21]([O:22][CH2:23][C:24]3[CH:29]=[CH:28][CH:27]=[C:26]([F:30])[C:25]=3[F:31])=[CH:20][C:19]([CH3:32])=[CH:18][C:17]=12)=[O:12])(C)(C)C.FC(F)(F)C(O)=O. Product: [NH2:7][C:8]([CH3:37])([CH2:34][CH2:35][CH3:36])[CH2:9][NH:10][C:11]([C:13]1[C:14]([CH3:33])=[N:15][N:16]2[C:21]([O:22][CH2:23][C:24]3[CH:29]=[CH:28][CH:27]=[C:26]([F:30])[C:25]=3[F:31])=[CH:20][C:19]([CH3:32])=[CH:18][C:17]=12)=[O:12]. The catalyst class is: 4. (4) The catalyst class is: 12. Reactant: [CH3:1][O:2][C:3](=[O:21])[CH2:4][C@@H:5]([NH:13]C(OC(C)(C)C)=O)[C:6]1[CH:11]=[CH:10][C:9]([F:12])=[CH:8][CH:7]=1.Cl. Product: [NH2:13][C@@H:5]([C:6]1[CH:7]=[CH:8][C:9]([F:12])=[CH:10][CH:11]=1)[CH2:4][C:3]([O:2][CH3:1])=[O:21]. (5) Reactant: [Cl:1][C:2]1[N:7]=[CH:6][C:5]2[C:8]([N:14]3[CH2:17][CH:16]([C:18]([O-:20])=[O:19])[CH2:15]3)=[N:9][N:10]([CH:11]([CH3:13])[CH3:12])[C:4]=2[CH:3]=1.[OH-].[Na+]. Product: [Cl:1][C:2]1[N:7]=[CH:6][C:5]2[C:8]([N:14]3[CH2:17][CH:16]([C:18]([OH:20])=[O:19])[CH2:15]3)=[N:9][N:10]([CH:11]([CH3:13])[CH3:12])[C:4]=2[CH:3]=1. The catalyst class is: 111. (6) Reactant: C[O:2][C:3]([C:5]1([O:8][C:9]2[CH:14]=[CH:13][C:12]([O:15][CH2:16][CH:17]([C:24]3[N:25]([C:33]4[CH:38]=[CH:37][C:36]([Cl:39])=[CH:35][CH:34]=4)[N:26]=[C:27]4[C:32]=3[CH:31]=[CH:30][CH:29]=[CH:28]4)[CH:18]3[CH2:23][CH2:22][CH2:21][CH2:20][CH2:19]3)=[CH:11][CH:10]=2)[CH2:7][CH2:6]1)=[O:4].[OH-].[Li+]. Product: [Cl:39][C:36]1[CH:37]=[CH:38][C:33]([N:25]2[C:24]([CH:17]([CH:18]3[CH2:23][CH2:22][CH2:21][CH2:20][CH2:19]3)[CH2:16][O:15][C:12]3[CH:11]=[CH:10][C:9]([O:8][C:5]4([C:3]([OH:4])=[O:2])[CH2:6][CH2:7]4)=[CH:14][CH:13]=3)=[C:32]3[C:27]([CH2:28][CH2:29][CH2:30][CH2:31]3)=[N:26]2)=[CH:34][CH:35]=1. The catalyst class is: 36.